This data is from Forward reaction prediction with 1.9M reactions from USPTO patents (1976-2016). The task is: Predict the product of the given reaction. (1) Given the reactants [N:1]1[CH:2]=[CH:3][N:4]2[C:9]=1[CH:8]=[CH:7][C:6]([C:10]1[CH:11]=[C:12]([C:16](=[O:22])[CH2:17][CH2:18][CH:19]([CH3:21])[CH3:20])[CH:13]=[CH:14][CH:15]=1)=[N:5]2.[Br:23]Br, predict the reaction product. The product is: [Br:23][C:3]1[N:4]2[N:5]=[C:6]([C:10]3[CH:11]=[C:12]([C:16](=[O:22])[CH2:17][CH2:18][CH:19]([CH3:20])[CH3:21])[CH:13]=[CH:14][CH:15]=3)[CH:7]=[CH:8][C:9]2=[N:1][CH:2]=1. (2) Given the reactants ClC(Cl)(Cl)CO[C:5](=[O:19])[NH:6][C:7]1[N:8]([CH2:16][CH2:17][OH:18])[N:9]=[C:10]([C:12]([CH3:15])([CH3:14])[CH3:13])[CH:11]=1.[Cl:22][C:23]1[CH:28]=[CH:27][CH:26]=[CH:25][C:24]=1[C:29]1[N:33]2[CH:34]=[C:35]([O:38][C@H:39]3[C:48]4[C:43](=[CH:44][CH:45]=[CH:46][CH:47]=4)[C@@H:42]([NH2:49])[CH2:41][CH2:40]3)[CH:36]=[CH:37][C:32]2=[N:31][N:30]=1.CCN(C(C)C)C(C)C, predict the reaction product. The product is: [C:12]([C:10]1[CH:11]=[C:7]([NH:6][C:5]([NH:49][C@@H:42]2[C:43]3[C:48](=[CH:47][CH:46]=[CH:45][CH:44]=3)[C@H:39]([O:38][C:35]3[CH:36]=[CH:37][C:32]4[N:33]([C:29]([C:24]5[CH:25]=[CH:26][CH:27]=[CH:28][C:23]=5[Cl:22])=[N:30][N:31]=4)[CH:34]=3)[CH2:40][CH2:41]2)=[O:19])[N:8]([CH2:16][CH2:17][OH:18])[N:9]=1)([CH3:13])([CH3:14])[CH3:15]. (3) Given the reactants [NH2:1][C:2]1[CH:11]=[C:10]2[C:5]([CH2:6][CH2:7][N:8]([C:12]([O:14][C:15]([CH3:18])([CH3:17])[CH3:16])=[O:13])[CH2:9]2)=[CH:4][CH:3]=1.CN(C1C(C2C(P(C3CCCCC3)C3CCCCC3)=CC=CC=2)=CC=CC=1)C.Cl[C:48]1[N:53]=[C:52]([NH:54][C@@H:55]2[CH2:60][CH2:59][CH2:58][N:57]([C:61](=[O:64])[CH:62]=[CH2:63])[CH2:56]2)[C:51]([F:65])=[CH:50][N:49]=1.C([O-])([O-])=O.[Cs+].[Cs+], predict the reaction product. The product is: [C:61]([N:57]1[CH2:58][CH2:59][CH2:60][C@@H:55]([NH:54][C:52]2[C:51]([F:65])=[CH:50][N:49]=[C:48]([NH:1][C:2]3[CH:11]=[C:10]4[C:5]([CH2:6][CH2:7][N:8]([C:12]([O:14][C:15]([CH3:18])([CH3:17])[CH3:16])=[O:13])[CH2:9]4)=[CH:4][CH:3]=3)[N:53]=2)[CH2:56]1)(=[O:64])[CH:62]=[CH2:63]. (4) Given the reactants [C:1]([NH:9][C:10]1[CH:43]=[CH:42][C:13]([O:14][C:15]2[C:24]3[C:19](=[CH:20][C:21]([O:27][CH2:28][CH2:29][C@H:30]([NH:34][C:35]([O:37][C:38]([CH3:41])([CH3:40])[CH3:39])=[O:36])[C:31]([OH:33])=[O:32])=[C:22]([O:25][CH3:26])[CH:23]=3)[N:18]=[CH:17][CH:16]=2)=[CH:12][CH:11]=1)(=[O:8])[C:2]1[CH:7]=[CH:6][CH:5]=[CH:4][CH:3]=1.[CH3:44][CH:45]1[CH2:49][CH2:48][CH2:47][CH:46]1O.C(Cl)CCl, predict the reaction product. The product is: [CH3:44][CH:45]1[CH2:49][CH2:48][CH2:47][CH:46]1[O:32][C:31](=[O:33])[C@@H:30]([NH:34][C:35]([O:37][C:38]([CH3:40])([CH3:39])[CH3:41])=[O:36])[CH2:29][CH2:28][O:27][C:21]1[CH:20]=[C:19]2[C:24]([C:15]([O:14][C:13]3[CH:42]=[CH:43][C:10]([NH:9][C:1](=[O:8])[C:2]4[CH:3]=[CH:4][CH:5]=[CH:6][CH:7]=4)=[CH:11][CH:12]=3)=[CH:16][CH:17]=[N:18]2)=[CH:23][C:22]=1[O:25][CH3:26]. (5) The product is: [C:24]([C@H:28]1[CH2:33][CH2:32][C@H:31]([O:1][C:2]2[CH:3]=[C:4]3[C:9](=[CH:10][CH:11]=2)[CH:8]=[C:7]([C@:12]2([CH3:18])[CH2:16][O:15][C:14](=[O:17])[NH:13]2)[CH:6]=[CH:5]3)[CH2:30][CH2:29]1)([CH3:27])([CH3:26])[CH3:25]. Given the reactants [OH:1][C:2]1[CH:3]=[C:4]2[C:9](=[CH:10][CH:11]=1)[CH:8]=[C:7]([C@:12]1([CH3:18])[CH2:16][O:15][C:14](=[O:17])[NH:13]1)[CH:6]=[CH:5]2.O1CCCC1.[C:24]([CH:28]1[CH2:33][CH2:32][CH:31](O)[CH2:30][CH2:29]1)([CH3:27])([CH3:26])[CH3:25].C1(P(C2C=CC=CC=2)C2C=CC=CC=2)C=CC=CC=1.N(C(OC(C)C)=O)=NC(OC(C)C)=O, predict the reaction product.